The task is: Predict the product of the given reaction.. This data is from Forward reaction prediction with 1.9M reactions from USPTO patents (1976-2016). (1) The product is: [CH3:24][C:18]1[C:17]([CH2:16][O:15][C:13]2[CH:12]=[CH:11][C:10]3[C:6]([CH2:5][C:4]([OH:25])=[O:3])=[CH:7][S:8][C:9]=3[CH:14]=2)=[CH:22][CH:21]=[C:20]([CH3:23])[N:19]=1. Given the reactants C([O:3][C:4](=[O:25])[CH2:5][C:6]1[C:10]2[CH:11]=[CH:12][C:13]([O:15][CH2:16][C:17]3[C:18]([CH3:24])=[N:19][C:20]([CH3:23])=[CH:21][CH:22]=3)=[CH:14][C:9]=2[S:8][CH:7]=1)C.[OH-].[Na+].Cl, predict the reaction product. (2) Given the reactants [CH2:1]([C:5]1[CH:10]=[CH:9][C:8]([C:11]2[O:15][N:14]=[C:13]([C:16]3[N:17]=[CH:18][C:19]([CH2:22][OH:23])=[N:20][CH:21]=3)[N:12]=2)=[CH:7][CH:6]=1)[CH:2]([CH3:4])[CH3:3].C(C1C=CC(C2N=C(C3C=CC(C=O)=NC=3)ON=2)=CC=1)C(C)C, predict the reaction product. The product is: [CH2:1]([C:5]1[CH:6]=[CH:7][C:8]([C:11]2[O:15][N:14]=[C:13]([C:16]3[N:17]=[CH:18][C:19]([CH:22]=[O:23])=[N:20][CH:21]=3)[N:12]=2)=[CH:9][CH:10]=1)[CH:2]([CH3:4])[CH3:3]. (3) Given the reactants [CH2:1]([CH:4]1[CH2:9][CH2:8][CH2:7][CH2:6][NH:5]1)[CH2:2][CH3:3].Br[CH2:11][CH2:12][CH2:13][C:14]#[N:15].C(=O)([O-])[O-].[K+].[K+].C(Cl)Cl.CO, predict the reaction product. The product is: [CH2:1]([CH:4]1[CH2:9][CH2:8][CH2:7][CH2:6][N:5]1[CH2:11][CH2:12][CH2:13][C:14]#[N:15])[CH2:2][CH3:3]. (4) Given the reactants [NH2:1][C:2]1[CH:11]=[CH:10][CH:9]=[C:8]2[C:3]=1[C:4](=[O:12])[NH:5][CH:6]=[N:7]2.Br[CH2:14][CH2:15][F:16].[H-].[Na+], predict the reaction product. The product is: [NH2:1][C:2]1[CH:11]=[CH:10][CH:9]=[C:8]2[C:3]=1[C:4](=[O:12])[N:5]([CH2:14][CH2:15][F:16])[CH:6]=[N:7]2. (5) Given the reactants [OH:1][C:2]1[O:6][C:5](=[O:7])[CH2:4][C:3]=1[CH:8]=[C:9]([CH3:11])[CH3:10], predict the reaction product. The product is: [OH:1][CH:2]1[O:6][C:5](=[O:7])[CH:4]=[C:3]1[CH:8]=[C:9]([CH3:11])[CH3:10]. (6) Given the reactants [OH:1][C:2]1[CH:7]=[CH:6][C:5]([C:8](=[O:16])[CH2:9][C:10]2[CH:15]=[CH:14][CH:13]=[CH:12][CH:11]=2)=[CH:4][C:3]=1[N+:17]([O-])=O.[CH3:20][OH:21], predict the reaction product. The product is: [C:10]1([CH2:9][C:8]([C:5]2[CH:6]=[CH:7][C:2]3[O:1][C:20](=[O:21])[NH:17][C:3]=3[CH:4]=2)=[O:16])[CH:15]=[CH:14][CH:13]=[CH:12][CH:11]=1. (7) Given the reactants Br[C:2]1[C:3](=[O:13])[C:4]2[C:9]([C:10](=[O:12])[CH:11]=1)=[CH:8][CH:7]=[CH:6][CH:5]=2.[Cl:14][C:15]1[CH:16]=[C:17]([CH:20]=[CH:21][CH:22]=1)[CH2:18][NH2:19], predict the reaction product. The product is: [Cl:14][C:15]1[CH:16]=[C:17]([CH:20]=[CH:21][CH:22]=1)[CH2:18][NH:19][C:2]1[C:3](=[O:13])[C:4]2[C:9]([C:10](=[O:12])[CH:11]=1)=[CH:8][CH:7]=[CH:6][CH:5]=2.